Dataset: Full USPTO retrosynthesis dataset with 1.9M reactions from patents (1976-2016). Task: Predict the reactants needed to synthesize the given product. (1) Given the product [N:29]1[CH:34]=[CH:33][CH:32]=[C:31]([NH:35][C:36]([N:24]2[CH2:23][CH2:22][C:20]3([O:19][CH2:18][CH:17]([C:13]4[CH:14]=[CH:15][CH:16]=[C:11]([O:10][C:7]5[CH:6]=[CH:5][C:4]([C:3]([F:2])([F:27])[F:28])=[CH:9][N:8]=5)[CH:12]=4)[CH2:21]3)[CH2:26][CH2:25]2)=[O:37])[N:30]=1, predict the reactants needed to synthesize it. The reactants are: Cl.[F:2][C:3]([F:28])([F:27])[C:4]1[CH:5]=[CH:6][C:7]([O:10][C:11]2[CH:12]=[C:13]([CH:17]3[CH2:21][C:20]4([CH2:26][CH2:25][NH:24][CH2:23][CH2:22]4)[O:19][CH2:18]3)[CH:14]=[CH:15][CH:16]=2)=[N:8][CH:9]=1.[N:29]1[CH:34]=[CH:33][CH:32]=[C:31]([NH:35][C:36](=O)[O:37]C2C=CC=CC=2)[N:30]=1.CCN(C(C)C)C(C)C. (2) Given the product [Cl:1][C:2]1[C:3]([O:12][C:13]2[CH:18]=[C:17]([O:34][CH2:33][CH2:32][N:27]3[CH2:31][CH2:30][CH2:29][CH2:28]3)[CH:16]=[CH:15][C:14]=2[CH2:20][CH2:21][CH2:22][OH:23])=[N:4][CH:5]=[C:6]([C:8]([F:11])([F:9])[F:10])[CH:7]=1, predict the reactants needed to synthesize it. The reactants are: [Cl:1][C:2]1[C:3]([O:12][C:13]2[CH:18]=[C:17](O)[CH:16]=[CH:15][C:14]=2[CH2:20][CH2:21][C:22](OCC)=[O:23])=[N:4][CH:5]=[C:6]([C:8]([F:11])([F:10])[F:9])[CH:7]=1.[N:27]1([CH2:32][CH2:33][OH:34])[CH2:31][CH2:30][CH2:29][CH2:28]1.C(P(CCCC)CCCC)CCC.[H-].[Al+3].[Li+].[H-].[H-].[H-].O.O.O.O.O.O.O.O.O.O.S([O-])([O-])(=O)=O.[Na+].[Na+]. (3) Given the product [O:1]1[CH2:6][CH2:5][N:4]([C:7]2[CH:8]=[CH:9][C:10]([C:13]3[C:21]4[C:16](=[CH:17][CH:18]=[C:19]([C:22]([NH:33][C@@H:30]([C:26]5[S:25][CH:29]=[CH:28][CH:27]=5)[CH2:31][CH3:32])=[O:24])[CH:20]=4)[NH:15][N:14]=3)=[CH:11][CH:12]=2)[CH2:3][CH2:2]1, predict the reactants needed to synthesize it. The reactants are: [O:1]1[CH2:6][CH2:5][N:4]([C:7]2[CH:12]=[CH:11][C:10]([C:13]3[C:21]4[C:16](=[CH:17][CH:18]=[C:19]([C:22]([OH:24])=O)[CH:20]=4)[NH:15][N:14]=3)=[CH:9][CH:8]=2)[CH2:3][CH2:2]1.[S:25]1[CH:29]=[CH:28][CH:27]=[C:26]1[C@H:30]([NH2:33])[CH2:31][CH3:32].Cl.CN(C(ON1N=NC2C=CC=CC1=2)=[N+](C)C)C.[B-](F)(F)(F)F.CCN(C(C)C)C(C)C.